From a dataset of Catalyst prediction with 721,799 reactions and 888 catalyst types from USPTO. Predict which catalyst facilitates the given reaction. (1) The catalyst class is: 53. Reactant: [I:1][C:2]1[CH:7]=[CH:6][N:5]=[C:4]([CH3:8])[CH:3]=1.[CH2:9]1[C:14](=O)[N:13](Br)[C:11](=O)[CH2:10]1.CC(N=NC(C#N)(C)C)(C#N)C.C(NCC)C. Product: [CH2:11]([N:13]([CH2:14][CH3:9])[CH2:8][C:4]1[CH:3]=[C:2]([I:1])[CH:7]=[CH:6][N:5]=1)[CH3:10]. (2) Reactant: [NH2:1][C:2]1[CH:3]=[C:4]([C:8]2[N:13]=[C:12]([NH:14][CH2:15][C:16]3[CH:21]=[CH:20][CH:19]=[CH:18][N:17]=3)[C:11]3=[C:22]([C:25]4[CH:30]=[CH:29][CH:28]=[CH:27][CH:26]=4)[CH:23]=[CH:24][N:10]3[N:9]=2)[CH:5]=[N:6][CH:7]=1.ClS([N:35]=[C:36]=[O:37])(=O)=O.Cl. Product: [C:25]1([C:22]2[CH:23]=[CH:24][N:10]3[C:11]=2[C:12]([NH:14][CH2:15][C:16]2[CH:21]=[CH:20][CH:19]=[CH:18][N:17]=2)=[N:13][C:8]([C:4]2[CH:3]=[C:2]([NH:1][C:36]([NH2:35])=[O:37])[CH:7]=[N:6][CH:5]=2)=[N:9]3)[CH:30]=[CH:29][CH:28]=[CH:27][CH:26]=1. The catalyst class is: 2. (3) Reactant: [SH:1][CH2:2][CH2:3][N:4]([CH2:19][CH2:20][C:21]1[CH:26]=[CH:25][CH:24]=[CH:23][CH:22]=1)[C:5](=[O:18])[NH:6][C@@H:7]([CH2:11][C:12]1[CH:17]=[CH:16][CH:15]=[CH:14][CH:13]=1)[C:8]([OH:10])=[O:9].C(N(CC)C(C)C)(C)C.[CH2:36]([O:43][C:44](Cl)=[O:45])[C:37]1[CH:42]=[CH:41][CH:40]=[CH:39][CH:38]=1. Product: [CH2:36]([O:43][C:44]([S:1][CH2:2][CH2:3][N:4]([CH2:19][CH2:20][C:21]1[CH:22]=[CH:23][CH:24]=[CH:25][CH:26]=1)[C:5](=[O:18])[NH:6][C@@H:7]([CH2:11][C:12]1[CH:13]=[CH:14][CH:15]=[CH:16][CH:17]=1)[C:8]([OH:10])=[O:9])=[O:45])[C:37]1[CH:42]=[CH:41][CH:40]=[CH:39][CH:38]=1. The catalyst class is: 2. (4) Reactant: CS(C)=O.C(Cl)(=O)C(Cl)=O.[OH:11][CH:12]1[CH2:17][CH2:16][CH2:15][N:14]([C:18]([C:31]2[CH:36]=[CH:35][CH:34]=[CH:33][CH:32]=2)([C:25]2[CH:30]=[CH:29][CH:28]=[CH:27][CH:26]=2)[C:19]2[CH:24]=[CH:23][CH:22]=[CH:21][CH:20]=2)[CH2:13]1.C(N(CC)CC)C. Product: [C:18]([N:14]1[CH2:15][CH2:16][CH2:17][C:12](=[O:11])[CH2:13]1)([C:25]1[CH:26]=[CH:27][CH:28]=[CH:29][CH:30]=1)([C:31]1[CH:36]=[CH:35][CH:34]=[CH:33][CH:32]=1)[C:19]1[CH:24]=[CH:23][CH:22]=[CH:21][CH:20]=1. The catalyst class is: 4. (5) Reactant: [CH3:1][O:2][C:3]([C@@H:5]1[C@H:9]([OH:10])[CH2:8][CH2:7][N:6]1[C:11]([O:13][C:14]([CH3:17])([CH3:16])[CH3:15])=[O:12])=[O:4].[Li+].[CH3:19]C([N-]C(C)C)C.IC. The catalyst class is: 1. Product: [CH3:1][O:2][C:3]([C@:5]1([CH3:19])[C@H:9]([OH:10])[CH2:8][CH2:7][N:6]1[C:11]([O:13][C:14]([CH3:17])([CH3:16])[CH3:15])=[O:12])=[O:4]. (6) Reactant: [F:1][C:2]1[CH:7]=[C:6]([F:8])[CH:5]=[CH:4][C:3]=1B(O)O.C(=O)([O-])[O-].[Na+].[Na+].[C:18]([NH:26][C:27]1[CH:36]=[C:35](Br)[CH:34]=[CH:33][C:28]=1[C:29]([O:31]C)=[O:30])(=[O:25])[C:19]1[CH:24]=[CH:23][CH:22]=[CH:21][CH:20]=1. Product: [C:18]([NH:26][C:27]1[CH:36]=[C:35]([C:3]2[CH:4]=[CH:5][C:6]([F:8])=[CH:7][C:2]=2[F:1])[CH:34]=[CH:33][C:28]=1[C:29]([OH:31])=[O:30])(=[O:25])[C:19]1[CH:20]=[CH:21][CH:22]=[CH:23][CH:24]=1. The catalyst class is: 80. (7) Reactant: C(=O)([O-])[O-].[K+].[K+].F[C:8]1[CH:13]=[CH:12][C:11]([N+:14]([O-:16])=[O:15])=[CH:10][CH:9]=1.[OH:17][C:18]1[CH:22]=[C:21]([CH3:23])[NH:20][N:19]=1.Cl. Product: [CH3:23][C:21]1[NH:20][N:19]=[C:18]([O:17][C:8]2[CH:13]=[CH:12][C:11]([N+:14]([O-:16])=[O:15])=[CH:10][CH:9]=2)[CH:22]=1. The catalyst class is: 3. (8) Reactant: C[O-].[Na+].[CH2:4]([N:11]1[CH2:15][CH:14]([C:16](=O)[C:17]2[CH:22]=[CH:21][C:20]([O:23][CH3:24])=[CH:19][CH:18]=2)[CH:13]([C:26](=[O:28])[CH3:27])[CH2:12]1)[C:5]1[CH:10]=[CH:9][CH:8]=[CH:7][CH:6]=1. The catalyst class is: 92. Product: [CH2:4]([N:11]1[CH2:12][CH:13]2[C:26](=[O:28])[CH:27]=[C:16]([C:17]3[CH:22]=[CH:21][C:20]([O:23][CH3:24])=[CH:19][CH:18]=3)[CH:14]2[CH2:15]1)[C:5]1[CH:10]=[CH:9][CH:8]=[CH:7][CH:6]=1.